Dataset: Reaction yield outcomes from USPTO patents with 853,638 reactions. Task: Predict the reaction yield, written as a fraction of the theoretical maximum amount of product (1.0 means a 100% yield; for example, 0.34 means a 34% yield). (1) The reactants are [Cl:1][C:2]1[CH:3]=[CH:4][C:5]([S:9][CH2:10][C:11]2[N:12]=[CH:13][N:14]([CH2:16][CH2:17][CH3:18])[CH:15]=2)=[C:6]([CH:8]=1)[NH2:7].[O:19]1[C:23]2[CH:24]=[CH:25][CH:26]=[CH:27][C:22]=2[CH:21]=[C:20]1[S:28](Cl)(=[O:30])=[O:29]. The catalyst is N1C=CC=CC=1. The product is [Cl:1][C:2]1[CH:3]=[CH:4][C:5]([S:9][CH2:10][C:11]2[N:12]=[CH:13][N:14]([CH2:16][CH2:17][CH3:18])[CH:15]=2)=[C:6]([NH:7][S:28]([C:20]2[O:19][C:23]3[CH:24]=[CH:25][CH:26]=[CH:27][C:22]=3[CH:21]=2)(=[O:29])=[O:30])[CH:8]=1. The yield is 0.480. (2) The catalyst is [Ni].C(O)C. The reactants are [Br:1][C:2]1[CH:7]=[C:6]([N+:8]([O-])=O)[C:5]([F:11])=[CH:4][C:3]=1[CH3:12].[H][H]. The product is [Br:1][C:2]1[C:3]([CH3:12])=[CH:4][C:5]([F:11])=[C:6]([CH:7]=1)[NH2:8]. The yield is 0.630. (3) The catalyst is C(O)(=O)C. The reactants are Br[CH2:2][C:3]([C:5]1[CH:18]=[CH:17][C:16]2[S:15][C:14]3[C:9](=[CH:10][CH:11]=[CH:12][CH:13]=3)[N:8](C(=O)CCl)[C:7]=2[CH:6]=1)=[O:4].[ClH:23]. The yield is 0.820. The product is [Cl:23][CH2:2][C:3]([C:5]1[CH:18]=[CH:17][C:16]2[S:15][C:14]3[C:9](=[CH:10][CH:11]=[CH:12][CH:13]=3)[NH:8][C:7]=2[CH:6]=1)=[O:4]. (4) The reactants are [C:1]1([C:7]2[C:11]([CH2:12][OH:13])=[C:10](/[CH:14]=[CH:15]/[C:16]3[CH:21]=[CH:20][CH:19]=[CH:18][CH:17]=3)[O:9][N:8]=2)[CH:6]=[CH:5][CH:4]=[CH:3][CH:2]=1.[H-].[Na+].Cl[C:25]1[N:30]=[CH:29][C:28]([C:31]([O:33][CH3:34])=[O:32])=[CH:27][CH:26]=1. The catalyst is C1COCC1. The product is [CH3:34][O:33][C:31](=[O:32])[C:28]1[CH:27]=[CH:26][C:25]([O:13][CH2:12][C:11]2[C:7]([C:1]3[CH:6]=[CH:5][CH:4]=[CH:3][CH:2]=3)=[N:8][O:9][C:10]=2/[CH:14]=[CH:15]/[C:16]2[CH:17]=[CH:18][CH:19]=[CH:20][CH:21]=2)=[N:30][CH:29]=1. The yield is 0.350. (5) The reactants are [Li]CC[CH2:4][CH3:5].[C:6](#[N:8])[CH3:7].[F:9][C:10]([F:16])([F:15])[C:11](=[O:14])[CH:12]=[CH2:13].S(=O)(=O)(O)[OH:18]. The catalyst is COCCOC.O.C1(C)C=CC=CC=1. The product is [CH2:4]([O:18][CH:13]=[CH:12][C:11]([OH:14])([C:10]([F:16])([F:15])[F:9])[CH2:7][C:6]#[N:8])[CH3:5]. The yield is 0.780. (6) The reactants are [C:1]([C:4]1[CH:13]=[CH:12][C:7]([C:8]([O:10][CH3:11])=[O:9])=[CH:6][C:5]=1[OH:14])(=O)[CH3:2].CCO.Cl.[NH2:19][OH:20]. The catalyst is [OH-].[Na+]. The product is [OH:14][C:5]1[CH:6]=[C:7]([CH:12]=[CH:13][C:4]=1[C:1](=[N:19][OH:20])[CH3:2])[C:8]([O:10][CH3:11])=[O:9]. The yield is 0.780.